This data is from Reaction yield outcomes from USPTO patents with 853,638 reactions. The task is: Predict the reaction yield, written as a fraction of the theoretical maximum amount of product (1.0 means a 100% yield; for example, 0.34 means a 34% yield). (1) The reactants are [N:1]1([CH2:7][CH2:8][O:9][C:10]2[CH:17]=[CH:16][C:13]([C:14]#[N:15])=[CH:12][CH:11]=2)[CH2:6][CH2:5][O:4][CH2:3][CH2:2]1.[Li][N:19]([Si](C)(C)C)[Si](C)(C)C.Cl. The catalyst is C1COCC1. The product is [N:1]1([CH2:7][CH2:8][O:9][C:10]2[CH:17]=[CH:16][C:13]([C:14]([NH2:19])=[NH:15])=[CH:12][CH:11]=2)[CH2:2][CH2:3][O:4][CH2:5][CH2:6]1. The yield is 0.930. (2) The reactants are [Cl:1][C:2]1[CH:11]=[C:10]2[C:5]([CH:6]=[CH:7][C:8]([CH3:12])=[N:9]2)=[CH:4][C:3]=1[O:13]C.B(Br)(Br)Br. The catalyst is ClCCl. The product is [Cl:1][C:2]1[CH:11]=[C:10]2[C:5]([CH:6]=[CH:7][C:8]([CH3:12])=[N:9]2)=[CH:4][C:3]=1[OH:13]. The yield is 0.800.